The task is: Predict the reactants needed to synthesize the given product.. This data is from Full USPTO retrosynthesis dataset with 1.9M reactions from patents (1976-2016). (1) Given the product [Br:27][C:24]1[CH:25]=[CH:26][C:21]([NH:20][C:19]2[C:11]([NH:10][S:7]([C:41]3([CH2:40][CH:39]([OH:38])[CH2:43][OH:42])[CH2:33][CH2:32]3)(=[O:8])=[O:9])=[CH:12][C:13]3[S:17][CH:16]=[N:15][C:14]=3[C:18]=2[F:29])=[C:22]([Cl:28])[CH:23]=1, predict the reactants needed to synthesize it. The reactants are: C(C1([S:7]([NH:10][C:11]2[C:19]([NH:20][C:21]3[CH:26]=[CH:25][C:24]([Br:27])=[CH:23][C:22]=3[Cl:28])=[C:18]([F:29])[C:14]3[N:15]=[CH:16][S:17][C:13]=3[CH:12]=2)(=[O:9])=[O:8])CC1)C=C.C[N+]1([O-])CCO[CH2:33][CH2:32]1.[OH2:38].[CH2:39]1[CH2:43][O:42][CH2:41][CH2:40]1. (2) Given the product [NH2:2][C:1]1[NH:24][N:23]=[C:7]([NH:12][C:13]2[CH:21]=[CH:20][C:16]([C:17](=[O:18])[NH2:19])=[CH:15][CH:14]=2)[C:3]=1[C:4]([NH2:6])=[O:5], predict the reactants needed to synthesize it. The reactants are: [C:1]([C:3](=[C:7](SC)SC)[C:4]([NH2:6])=[O:5])#[N:2].[NH2:12][C:13]1[CH:21]=[CH:20][C:16]([C:17]([NH2:19])=[O:18])=[CH:15][CH:14]=1.O.[NH2:23][NH2:24]. (3) Given the product [C:17]1([C:21]2[CH:22]=[CH:23][CH:24]=[CH:25][CH:26]=2)[CH:18]=[CH:19][C:20]([N:40]([C:41]2[CH:46]=[CH:45][C:44]([C:47]3[CH:52]=[CH:51][C:50]4[N:7]([C:8]5[CH:9]=[CH:10][C:11]([C:8]6[CH:9]=[CH:10][CH:11]=[CH:12][CH:13]=6)=[CH:12][CH:13]=5)[C:20]5[C:15](=[CH:16][C:17]([C:21]6[CH:22]=[CH:23][CH:24]=[CH:25][CH:26]=6)=[CH:18][CH:19]=5)[CH2:14][C:49]=4[CH:48]=3)=[CH:43][CH:42]=2)[C:37]2[CH:36]=[CH:35][C:34]([C:68]3[CH:69]=[CH:70][CH:71]=[CH:72][CH:73]=3)=[CH:39][CH:38]=2)=[CH:15][CH:16]=1, predict the reactants needed to synthesize it. The reactants are: C1(C2C=CC=CC=2)C=CC([N:7]2[C:20]3[C:15](=[CH:16][C:17]([C:21]4[CH:26]=[CH:25][CH:24]=[CH:23][CH:22]=4)=[CH:18][CH:19]=3)[CH2:14][C:13]3[CH:12]=[C:11](Br)[CH:10]=[CH:9][C:8]2=3)=CC=1.[C:34]1([C:68]2[CH:73]=[CH:72][CH:71]=[CH:70][CH:69]=2)[CH:39]=[CH:38][C:37]([N:40](C2C=CC(B3OC(C)(C)C(C)(C)O3)=CC=2)[C:41]2[CH:46]=[CH:45][C:44]([C:47]3[CH:52]=[CH:51][CH:50]=[CH:49][CH:48]=3)=[CH:43][CH:42]=2)=[CH:36][CH:35]=1.C(=O)([O-])[O-].[K+].[K+]. (4) Given the product [C:12]([O:16][C:17]([N:19]1[CH2:36][CH2:35][N:22]2[CH2:23][C:24]3[C:29]([C@@H:21]2[CH2:20]1)=[CH:28][CH:27]=[CH:26][C:25]=3[C:30]([F:31])([F:32])[F:33])=[O:18])([CH3:15])([CH3:13])[CH3:14], predict the reactants needed to synthesize it. The reactants are: [H-].[Al+3].[Li+].[H-].[H-].[H-].S(=O)(=O)(O)O.[C:12]([O:16][C:17]([N:19]1[CH2:36][CH2:35][N:22]2[C:23](=O)[C:24]3[C:29]([C@@H:21]2[CH2:20]1)=[CH:28][CH:27]=[CH:26][C:25]=3[C:30]([F:33])([F:32])[F:31])=[O:18])([CH3:15])([CH3:14])[CH3:13]. (5) Given the product [N:14]1[C:13]2[S:17][CH:18]=[CH:19][C:12]=2[C:11]([O:10][C:26]2[CH:27]=[C:22]([CH:23]=[CH:24][CH:25]=2)[C:20]#[N:21])=[N:16][CH:15]=1, predict the reactants needed to synthesize it. The reactants are: N1C2C(=NC=CC=2)N([O:10][C:11]2[C:12]3[CH:19]=[CH:18][S:17][C:13]=3[N:14]=[CH:15][N:16]=2)N=1.[C:20]([C:22]1[CH:23]=[C:24](B(O)O)[CH:25]=[CH:26][CH:27]=1)#[N:21].C([O-])([O-])=O.[Cs+].[Cs+]. (6) Given the product [CH2:22]([N:9]1[C:10]2[C:2]([Cl:1])=[CH:3][CH:4]=[C:5]3[CH2:14][CH2:13][N:12]([C:15]([O:17][C:18]([CH3:21])([CH3:20])[CH3:19])=[O:16])[CH2:11][C@H:7]([C:6]=23)[CH2:8]1)[C:23]1[CH:28]=[CH:27][CH:26]=[CH:25][CH:24]=1, predict the reactants needed to synthesize it. The reactants are: [Cl:1][C:2]1[C:10]2[NH:9][CH2:8][C@@H:7]3[CH2:11][N:12]([C:15]([O:17][C:18]([CH3:21])([CH3:20])[CH3:19])=[O:16])[CH2:13][CH2:14][C:5]([C:6]=23)=[CH:4][CH:3]=1.[CH2:22](Br)[C:23]1[CH:28]=[CH:27][CH:26]=[CH:25][CH:24]=1.CN(C=O)C.[H-].[Na+]. (7) Given the product [OH:11][C:12]1[CH:17]=[C:16]([C:2]2[CH:10]=[CH:9][CH:8]=[C:4]([C:5]([NH2:7])=[O:6])[CH:3]=2)[CH:15]=[CH:14][CH:13]=1, predict the reactants needed to synthesize it. The reactants are: Br[C:2]1[CH:3]=[C:4]([CH:8]=[CH:9][CH:10]=1)[C:5]([NH2:7])=[O:6].[OH:11][C:12]1[CH:13]=[C:14](B(O)O)[CH:15]=[CH:16][CH:17]=1.C([O-])([O-])=O.[K+].[K+].Cl.